Task: Predict the product of the given reaction.. Dataset: Forward reaction prediction with 1.9M reactions from USPTO patents (1976-2016) The product is: [Cl:1][C:2]1[CH:8]=[CH:7][C:5]([NH:6][C:15]([CH3:22])([CH3:21])[C:16]([O:18][CH2:19][CH3:20])=[O:17])=[CH:4][CH:3]=1. Given the reactants [Cl:1][C:2]1[CH:8]=[CH:7][C:5]([NH2:6])=[CH:4][CH:3]=1.C(=O)(O)[O-].[Na+].Br[C:15]([CH3:22])([CH3:21])[C:16]([O:18][CH2:19][CH3:20])=[O:17], predict the reaction product.